The task is: Predict the reactants needed to synthesize the given product.. This data is from Full USPTO retrosynthesis dataset with 1.9M reactions from patents (1976-2016). Given the product [ClH:13].[NH2:2][CH2:3][CH2:4][C@@H:5]([Cl:1])[C:6]([O:8][CH3:9])=[O:7], predict the reactants needed to synthesize it. The reactants are: [ClH:1].[NH2:2][CH2:3][CH2:4][C@H:5](O)[C:6]([O:8][CH3:9])=[O:7].S(Cl)([Cl:13])=O.